This data is from Catalyst prediction with 721,799 reactions and 888 catalyst types from USPTO. The task is: Predict which catalyst facilitates the given reaction. (1) Reactant: [Cl:1][C:2]1[CH:35]=[CH:34][C:5]([O:6][C:7]2[CH:33]=[CH:32][C:10]([O:11][CH2:12][C@@H:13]3[CH2:17][CH2:16][CH2:15][N:14]3[CH2:18][CH2:19][CH2:20][N:21]3C(=O)C4C(=CC=CC=4)C3=O)=[CH:9][CH:8]=2)=[CH:4][CH:3]=1.O.NN. Product: [Cl:1][C:2]1[CH:35]=[CH:34][C:5]([O:6][C:7]2[CH:33]=[CH:32][C:10]([O:11][CH2:12][C@@H:13]3[CH2:17][CH2:16][CH2:15][N:14]3[CH2:18][CH2:19][CH2:20][NH2:21])=[CH:9][CH:8]=2)=[CH:4][CH:3]=1. The catalyst class is: 5. (2) Reactant: [CH3:1][C:2]1([CH3:28])[O:6][C@@H:5]([CH2:7][O:8][C:9]2[CH:14]=[C:13]([CH3:15])[C:12]([C:16]3[CH:21]=[CH:20][CH:19]=[C:18]([C:22]([O:24]C)=[O:23])[C:17]=3[CH3:26])=[C:11]([CH3:27])[CH:10]=2)[CH2:4][O:3]1.CO.[OH-].[Na+]. Product: [CH3:1][C:2]1([CH3:28])[O:6][C@@H:5]([CH2:7][O:8][C:9]2[CH:14]=[C:13]([CH3:15])[C:12]([C:16]3[CH:21]=[CH:20][CH:19]=[C:18]([C:22]([OH:24])=[O:23])[C:17]=3[CH3:26])=[C:11]([CH3:27])[CH:10]=2)[CH2:4][O:3]1. The catalyst class is: 1. (3) Reactant: [CH3:1][O:2][C:3](=[O:12])[CH2:4][NH:5][CH2:6][CH:7]1[CH2:11][CH2:10][CH2:9][CH2:8]1.CCN(CC)CC.[O:20](C(OC(C)(C)C)=O)[C:21]([O:23][C:24]([CH3:27])([CH3:26])[CH3:25])=O. Product: [CH3:1][O:2][C:3](=[O:12])[CH2:4][N:5]([C:21]([O:23][C:24]([CH3:27])([CH3:26])[CH3:25])=[O:20])[CH2:6][CH:7]1[CH2:11][CH2:10][CH2:9][CH2:8]1. The catalyst class is: 2. (4) Reactant: Br[C:2]1[CH:3]=[C:4]2[C:9](=[CH:10][CH:11]=1)[CH:8]=[C:7]([C:12]1[NH:16][C:15]([C@@H:17]3[CH2:21][CH2:20][CH2:19][N:18]3[C:22](=[O:32])[C@@H:23]([NH:27][C:28](=[O:31])[O:29][CH3:30])[CH:24]([CH3:26])[CH3:25])=[N:14][CH:13]=1)[CH:6]=[CH:5]2.[B:33]1([B:33]2[O:37][C:36]([CH3:39])([CH3:38])[C:35]([CH3:41])([CH3:40])[O:34]2)[O:37][C:36]([CH3:39])([CH3:38])[C:35]([CH3:41])([CH3:40])[O:34]1.C([O-])(=O)C.[K+]. Product: [CH3:30][O:29][C:28](=[O:31])[NH:27][C@H:23]([C:22]([N:18]1[CH2:19][CH2:20][CH2:21][C@H:17]1[C:15]1[NH:16][C:12]([C:7]2[CH:6]=[CH:5][C:4]3[C:9](=[CH:10][CH:11]=[C:2]([B:33]4[O:37][C:36]([CH3:39])([CH3:38])[C:35]([CH3:41])([CH3:40])[O:34]4)[CH:3]=3)[CH:8]=2)=[CH:13][N:14]=1)=[O:32])[CH:24]([CH3:26])[CH3:25]. The catalyst class is: 77. (5) Reactant: [NH:1]1[C:5]2=[N:6][CH:7]=[CH:8][CH:9]=[C:4]2[CH:3]=[CH:2]1.C[O:11]CCOC.CCCCCCC.ClC1C=CC=C(C(OO)=O)C=1. Product: [NH:1]1[C:5]2=[N+:6]([O-:11])[CH:7]=[CH:8][CH:9]=[C:4]2[CH:3]=[CH:2]1. The catalyst class is: 61. (6) Reactant: [C:1]([O:5][C:6](=[O:20])[C:7]([CH3:19])([S:9][C:10]1[CH:18]=[CH:17][C:13]([C:14]([OH:16])=[O:15])=[CH:12][CH:11]=1)[CH3:8])([CH3:4])([CH3:3])[CH3:2].[CH2:21]([C:24]1[C:28]([CH2:29]O)=[CH:27][N:26]([CH2:31][C:32]2[CH:37]=[CH:36][C:35]([C:38]([F:41])([F:40])[F:39])=[CH:34][CH:33]=2)[N:25]=1)[CH2:22][CH3:23].C1(N=C=NC2CCCCC2)CCCCC1. Product: [C:1]([O:5][C:6](=[O:20])[C:7]([CH3:8])([S:9][C:10]1[CH:11]=[CH:12][C:13]([C:14]([O:16][CH2:29][C:28]2[C:24]([CH2:21][CH2:22][CH3:23])=[N:25][N:26]([CH2:31][C:32]3[CH:33]=[CH:34][C:35]([C:38]([F:41])([F:39])[F:40])=[CH:36][CH:37]=3)[CH:27]=2)=[O:15])=[CH:17][CH:18]=1)[CH3:19])([CH3:2])([CH3:3])[CH3:4]. The catalyst class is: 119. (7) Reactant: CON(C(C)=O)[C:4](=[O:6])[CH3:5].[N:10]1([C:15]2[CH:16]=[C:17]([C:21]3([NH:26][CH2:27][CH:28]([OH:40])[CH:29]([NH2:39])[CH2:30][C:31]4[CH:36]=[C:35]([F:37])[CH:34]=[C:33]([F:38])[CH:32]=4)[CH2:23][CH:22]3[CH2:24][CH3:25])[CH:18]=[CH:19][CH:20]=2)[CH:14]=[CH:13][CH:12]=[N:11]1.C(N(CC)CC)C. Product: [N:10]1([C:15]2[CH:16]=[C:17]([C:21]3([NH:26][CH2:27][CH:28]([OH:40])[CH:29]([NH:39][C:4](=[O:6])[CH3:5])[CH2:30][C:31]4[CH:36]=[C:35]([F:37])[CH:34]=[C:33]([F:38])[CH:32]=4)[CH2:23][CH:22]3[CH2:24][CH3:25])[CH:18]=[CH:19][CH:20]=2)[CH:14]=[CH:13][CH:12]=[N:11]1. The catalyst class is: 2. (8) Reactant: [CH3:1][O:2][CH2:3][CH2:4][CH:5]1[O:10][CH2:9][C:8]([CH3:15])([C:11]([O:13]C)=[O:12])[CH2:7][O:6]1.[OH-].[Li+].Cl. Product: [CH3:1][O:2][CH2:3][CH2:4][CH:5]1[O:6][CH2:7][C:8]([CH3:15])([C:11]([OH:13])=[O:12])[CH2:9][O:10]1. The catalyst class is: 30. (9) Reactant: [F:1][C:2]1[CH:7]=[CH:6][C:5]([C:8]2[C:16]3[C:15]([O:17][CH2:18][CH2:19][CH2:20][O:21][C:22]4[CH:23]=[C:24]([CH:26]=[CH:27][CH:28]=4)[NH2:25])=[N:14][CH:13]=[N:12][C:11]=3[S:10][CH:9]=2)=[CH:4][CH:3]=1.[CH3:29][S:30](Cl)(=[O:32])=[O:31].C(N(C(C)C)CC)(C)C. Product: [F:1][C:2]1[CH:7]=[CH:6][C:5]([C:8]2[C:16]3[C:15]([O:17][CH2:18][CH2:19][CH2:20][O:21][C:22]4[CH:23]=[C:24]([NH:25][S:30]([CH3:29])(=[O:32])=[O:31])[CH:26]=[CH:27][CH:28]=4)=[N:14][CH:13]=[N:12][C:11]=3[S:10][CH:9]=2)=[CH:4][CH:3]=1. The catalyst class is: 4.